This data is from Peptide-MHC class I binding affinity with 185,985 pairs from IEDB/IMGT. The task is: Regression. Given a peptide amino acid sequence and an MHC pseudo amino acid sequence, predict their binding affinity value. This is MHC class I binding data. (1) The peptide sequence is GHGTVVLEL. The MHC is HLA-B18:01 with pseudo-sequence HLA-B18:01. The binding affinity (normalized) is 0.0847. (2) The MHC is HLA-A02:02 with pseudo-sequence HLA-A02:02. The peptide sequence is FMHSAAPIT. The binding affinity (normalized) is 0.424. (3) The peptide sequence is VAAKGAPAL. The MHC is HLA-A31:01 with pseudo-sequence HLA-A31:01. The binding affinity (normalized) is 0.0847. (4) The peptide sequence is QTVEDEARR. The MHC is HLA-A11:01 with pseudo-sequence HLA-A11:01. The binding affinity (normalized) is 0.0280. (5) The peptide sequence is KQYDSTDFK. The MHC is HLA-A03:01 with pseudo-sequence HLA-A03:01. The binding affinity (normalized) is 0.619.